Dataset: Full USPTO retrosynthesis dataset with 1.9M reactions from patents (1976-2016). Task: Predict the reactants needed to synthesize the given product. (1) Given the product [F:18][C:13]1[CH:14]=[CH:15][CH:16]=[CH:17][C:12]=1[CH2:11][NH:10][C:6]1[C:5]2[N:4]([N:3]=[C:2]([NH:30][C:29]3[CH:31]=[CH:32][CH:33]=[C:27]([N:24]4[CH2:23][CH2:22][N:21]([CH3:20])[CH2:26][CH2:25]4)[CH:28]=3)[N:19]=2)[CH:9]=[CH:8][CH:7]=1, predict the reactants needed to synthesize it. The reactants are: Cl[C:2]1[N:19]=[C:5]2[C:6]([NH:10][CH2:11][C:12]3[CH:17]=[CH:16][CH:15]=[CH:14][C:13]=3[F:18])=[CH:7][CH:8]=[CH:9][N:4]2[N:3]=1.[CH3:20][N:21]1[CH2:26][CH2:25][N:24]([C:27]2[CH:28]=[C:29]([CH:31]=[CH:32][CH:33]=2)[NH2:30])[CH2:23][CH2:22]1. (2) Given the product [CH3:14][O:15][CH2:16][O:13][C:5]1[CH:6]=[C:7]2[C:11](=[CH:12][C:4]=1[N+:1]([O-:3])=[O:2])[CH2:10][CH2:9][CH2:8]2, predict the reactants needed to synthesize it. The reactants are: [N+:1]([C:4]1[CH:12]=[C:11]2[C:7]([CH2:8][CH2:9][CH2:10]2)=[CH:6][C:5]=1[OH:13])([O-:3])=[O:2].[CH3:14][O:15][CH2:16]Cl.O. (3) Given the product [Br-:14].[O:10]=[C:5]1[N:4]2[CH:3]=[N+:2]([CH2:11][CH2:12][CH3:13])[CH:1]=[C:9]2[CH2:8][CH2:7][NH:6]1, predict the reactants needed to synthesize it. The reactants are: [CH:1]1[N:2]=[CH:3][N:4]2[C:9]=1[CH2:8][CH2:7][NH:6][C:5]2=[O:10].[CH2:11]([Br:14])[CH2:12][CH3:13]. (4) Given the product [CH3:8][NH:7][C:5]([C:4]1[CH:9]=[CH:10][C:11]2[N:12]([CH3:29])[C:13]([NH:14][C:15]3[S:16][C:17]4[CH:23]=[C:22]([O:24][C:25]([F:28])([F:26])[F:27])[CH:21]=[CH:20][C:18]=4[N:19]=3)=[N:1][C:2]=2[CH:3]=1)=[O:6], predict the reactants needed to synthesize it. The reactants are: [NH2:1][C:2]1[CH:3]=[C:4]([CH:9]=[CH:10][C:11]=1[NH:12][CH3:13])[C:5]([NH:7][CH3:8])=[O:6].[NH2:14][C:15]1[S:16][C:17]2[CH:23]=[C:22]([O:24][C:25]([F:28])([F:27])[F:26])[CH:21]=[CH:20][C:18]=2[N:19]=1.[C:29](N1C=CN=C1)(N1C=CN=C1)=S. (5) Given the product [Cl:1][C:2]1[N:7]=[C:6]([S:8][CH3:9])[N:5]=[C:4]([NH:10][C@@:11]2([CH3:23])[CH2:15][CH2:14][N:13]([C:16]([O:18][C:19]([CH3:21])([CH3:20])[CH3:22])=[O:17])[CH2:12]2)[C:3]=1[CH2:24][CH2:25][O:26][S:28]([CH3:27])(=[O:30])=[O:29], predict the reactants needed to synthesize it. The reactants are: [Cl:1][C:2]1[N:7]=[C:6]([S:8][CH3:9])[N:5]=[C:4]([NH:10][C@@:11]2([CH3:23])[CH2:15][CH2:14][N:13]([C:16]([O:18][C:19]([CH3:22])([CH3:21])[CH3:20])=[O:17])[CH2:12]2)[C:3]=1[CH2:24][CH2:25][OH:26].[CH3:27][S:28](Cl)(=[O:30])=[O:29]. (6) Given the product [CH3:13][C:12](=[CH:9][CH2:8][CH2:7][C:1]1[CH:2]=[CH:3][CH:4]=[CH:5][CH:6]=1)[CH:11]=[O:14], predict the reactants needed to synthesize it. The reactants are: [C:1]1([CH2:7][CH2:8][CH:9]=O)[CH:6]=[CH:5][CH:4]=[CH:3][CH:2]=1.[CH:11](=[O:14])[CH2:12][CH3:13]. (7) Given the product [C:25]([O:28][CH2:29][CH2:30][C@:31]([C@H:35](/[CH:36]=[CH:37]/[CH2:38][CH2:39][CH2:40][CH2:41][CH2:42][CH2:43][C:44](=[O:52])[CH2:45][CH2:46][CH2:47][CH2:48][CH2:49][CH2:50][CH3:51])[C:53]([NH:54][C@@H:55]([CH2:56][C:57]1[CH:62]=[CH:61][C:60]([O:63][CH2:64][C:65]#[C:66][CH3:67])=[CH:59][CH:58]=1)[C:68]([O-:70])=[O:69])=[O:72])([C:32](=[O:33])[NH2:5])[OH:73])(=[O:27])[CH3:26].[C:25]([O:28][CH2:29][CH2:30][C@:31]([C@H:35](/[CH:36]=[CH:37]/[CH2:38][CH2:39][CH2:40][CH2:41][CH2:42][CH2:43][C:44](=[O:52])[CH2:45][CH2:46][CH2:47][CH2:48][CH2:49][CH2:50][CH3:51])[C:53]([NH:54][C@@H:55]([CH2:56][C:57]1[CH:62]=[CH:61][C:60]([O:63][CH2:64][C:65]#[C:66][CH3:67])=[CH:59][CH:58]=1)[C:68]([O:70][CH3:71])=[O:69])=[O:72])([C:32](=[O:33])[NH2:91])[OH:73])(=[O:27])[CH3:26], predict the reactants needed to synthesize it. The reactants are: OC(C)(C)[C@@H]([NH:5]C(C1C2C(=NC=C(C3CCCCC3)N=2)NC=1)=O)C.[C:25]([O:28][CH2:29][CH2:30][C@:31]([OH:73])([C@@H:35]([C:53](=[O:72])[NH:54][C@H:55]([C:68]([O:70][CH3:71])=[O:69])[CH2:56][C:57]1[CH:62]=[CH:61][C:60]([O:63][CH2:64][C:65]#[C:66][CH3:67])=[CH:59][CH:58]=1)/[CH:36]=[CH:37]/[CH2:38][CH2:39][CH2:40][CH2:41][CH2:42][CH2:43][C:44](=[O:52])[CH2:45][CH2:46][CH2:47][CH2:48][CH2:49][CH2:50][CH3:51])[C:32](O)=[O:33])(=[O:27])[CH3:26].C(OC1C=CC(C[C@H]([NH:91]C([C@H]([C@@](O)(CC([O-])=O)C(OC(C)(C)C)=O)/C=C/CCCCCCC(=O)CCCCCCC)=O)C(OC)=O)=CC=1)C#CC.